Predict the product of the given reaction. From a dataset of Forward reaction prediction with 1.9M reactions from USPTO patents (1976-2016). (1) Given the reactants [CH2:1]([N:4]([CH2:28][CH:29]=[CH2:30])[C:5]1[N:6]=[CH:7][C:8]([CH:11]([OH:27])[C:12]([N:15]2[CH2:26][CH2:25][C:18]3([C:22](=[O:23])[NH:21][CH:20]([CH3:24])[CH2:19]3)[CH2:17][CH2:16]2)([CH3:14])[CH3:13])=[N:9][CH:10]=1)[CH:2]=[CH2:3].Br[C:32]1[CH2:36][O:35][C:34](=[O:37])[CH:33]=1.CC1(C)C2C(=C(P(C3C=CC=CC=3)C3C=CC=CC=3)C=CC=2)OC2C(P(C3C=CC=CC=3)C3C=CC=CC=3)=CC=CC1=2.C(=O)([O-])[O-].[K+].[K+], predict the reaction product. The product is: [CH2:1]([N:4]([CH2:28][CH:29]=[CH2:30])[C:5]1[N:6]=[CH:7][C:8]([CH:11]([OH:27])[C:12]([N:15]2[CH2:16][CH2:17][C:18]3([C:22](=[O:23])[N:21]([C:32]4[CH2:36][O:35][C:34](=[O:37])[CH:33]=4)[CH:20]([CH3:24])[CH2:19]3)[CH2:25][CH2:26]2)([CH3:14])[CH3:13])=[N:9][CH:10]=1)[CH:2]=[CH2:3]. (2) Given the reactants [O:1]1[CH2:3][CH:2]1[C:4]1[CH:11]=[CH:10][C:9]([O:12][C:13]2[CH:18]=[CH:17][C:16]([C:19]([O:28][CH2:29][O:30][CH3:31])([C:24]([F:27])([F:26])[F:25])[C:20]([F:23])([F:22])[F:21])=[CH:15][C:14]=2[CH2:32][CH2:33][CH3:34])=[CH:8][C:5]=1[C:6]#[N:7].B(F)(F)F.CCOCC.C([BH3-])#N.[Na+].O, predict the reaction product. The product is: [OH:1][CH2:3][CH2:2][C:4]1[CH:11]=[CH:10][C:9]([O:12][C:13]2[CH:18]=[CH:17][C:16]([C:19]([O:28][CH2:29][O:30][CH3:31])([C:24]([F:25])([F:26])[F:27])[C:20]([F:23])([F:22])[F:21])=[CH:15][C:14]=2[CH2:32][CH2:33][CH3:34])=[CH:8][C:5]=1[C:6]#[N:7].